This data is from Reaction yield outcomes from USPTO patents with 853,638 reactions. The task is: Predict the reaction yield, written as a fraction of the theoretical maximum amount of product (1.0 means a 100% yield; for example, 0.34 means a 34% yield). (1) The reactants are [N:1]1([S:6]([C:9]2[CH:10]=[C:11]([CH:15]=[CH:16][CH:17]=2)[C:12]([OH:14])=[O:13])(=[O:8])=[O:7])[CH2:5][CH2:4][CH2:3][CH2:2]1.S(=O)(=O)(O)O.[CH3:23]O. No catalyst specified. The product is [N:1]1([S:6]([C:9]2[CH:10]=[C:11]([CH:15]=[CH:16][CH:17]=2)[C:12]([O:14][CH3:23])=[O:13])(=[O:7])=[O:8])[CH2:2][CH2:3][CH2:4][CH2:5]1. The yield is 0.683. (2) The reactants are Br[CH2:2][C:3]1[S:4][C:5]2[CH:11]=[C:10]([O:12][C:13]([F:16])([F:15])[F:14])[CH:9]=[CH:8][C:6]=2[N:7]=1.[CH2:17]([NH2:20])[C:18]#[CH:19]. The catalyst is C(#N)C. The product is [F:14][C:13]([F:16])([F:15])[O:12][C:10]1[CH:9]=[CH:8][C:6]2[N:7]=[C:3]([CH2:2][NH:20][CH2:17][C:18]#[CH:19])[S:4][C:5]=2[CH:11]=1. The yield is 0.860. (3) The reactants are [OH:1][CH2:2][C:3]1[N:8]=[C:7]([NH:9][C:10](=[O:12])[O-:11])[CH:6]=[CH:5][CH:4]=1.[CH3:13][C:14]([CH3:17])([O-])[CH3:15].[K+].Br[CH2:20][CH2:21][CH:22]1[CH2:27][CH2:26][CH2:25][CH2:24][CH2:23]1. The catalyst is CN(C=O)C.C(OCC)(=O)C.O. The product is [CH:22]1([CH2:21][CH2:20][N:9]([C:7]2[CH:6]=[CH:5][CH:4]=[C:3]([CH2:2][OH:1])[N:8]=2)[C:10](=[O:11])[O:12][C:14]([CH3:17])([CH3:15])[CH3:13])[CH2:27][CH2:26][CH2:25][CH2:24][CH2:23]1. The yield is 0.640. (4) The reactants are [Li]N.[F:3][CH:4]([F:17])[O:5][C:6]1[CH:11]=[CH:10][C:9]([CH2:12][C:13]#[N:14])=[CH:8][C:7]=1[O:15][CH3:16].CS(C)=O.Br[CH2:23][CH2:24]Cl. The catalyst is COCCOC.O. The product is [F:3][CH:4]([F:17])[O:5][C:6]1[CH:11]=[CH:10][C:9]([C:12]2([C:13]#[N:14])[CH2:24][CH2:23]2)=[CH:8][C:7]=1[O:15][CH3:16]. The yield is 0.650. (5) The reactants are Cl.[C@@H:2]1([CH2:10][NH:11][C:12]([N:14]2[CH2:22][C:21]3[CH:20]=[CH:19][N:18]=[CH:17][C:16]=3[CH2:15]2)=[O:13])[C:4]2([CH2:9][CH2:8][NH:7][CH2:6][CH2:5]2)[CH2:3]1.[C:23](=O)([O:30]C1C=CC([N+]([O-])=O)=CC=1)[O:24][C:25]1([CH3:29])[CH2:28][O:27][CH2:26]1.CCN(C(C)C)C(C)C. The catalyst is C(O)C. The product is [CH2:22]1[C:21]2[CH:20]=[CH:19][N:18]=[CH:17][C:16]=2[CH2:15][N:14]1[C:12]([NH:11][CH2:10][C@@H:2]1[C:4]2([CH2:5][CH2:6][N:7]([C:23]([O:24][C:25]3([CH3:29])[CH2:28][O:27][CH2:26]3)=[O:30])[CH2:8][CH2:9]2)[CH2:3]1)=[O:13]. The yield is 0.680. (6) The reactants are [C:1]([CH2:3][C:4]([NH2:6])=[O:5])#[N:2].[F:7][CH:8]([C:12](=O)[CH3:13])[C:9](=O)[CH3:10].N1CCCCC1. The catalyst is CCO. The product is [F:7][C:8]1[C:12]([CH3:13])=[C:3]([C:1]#[N:2])[C:4](=[O:5])[NH:6][C:9]=1[CH3:10]. The yield is 0.580. (7) The product is [C:5]([C:4]1[CH:3]=[C:2]([CH2:17][C:16]([O:15][C:11]([CH3:14])([CH3:13])[CH3:12])=[O:19])[CH:9]=[CH:8][CH:7]=1)#[N:6]. The catalyst is C1COCC1.C1C=CC(/C=C/C(/C=C/C2C=CC=CC=2)=O)=CC=1.C1C=CC(/C=C/C(/C=C/C2C=CC=CC=2)=O)=CC=1.[Pd]. The reactants are Br[C:2]1[CH:3]=[C:4]([CH:7]=[CH:8][CH:9]=1)[C:5]#[N:6].[Cl-].[C:11]([O:15][C:16](=[O:19])[CH2:17][Zn+])([CH3:14])([CH3:13])[CH3:12].C1(P(C2CCCCC2)C2C=CC=CC=2C2C(N(C)C)=CC=CC=2)CCCCC1. The yield is 0.860.